Dataset: Peptide-MHC class I binding affinity with 185,985 pairs from IEDB/IMGT. Task: Regression. Given a peptide amino acid sequence and an MHC pseudo amino acid sequence, predict their binding affinity value. This is MHC class I binding data. (1) The peptide sequence is YLVAYQATI. The MHC is HLA-A02:05 with pseudo-sequence HLA-A02:05. The binding affinity (normalized) is 0.754. (2) The peptide sequence is LLECFVRSS. The MHC is H-2-Db with pseudo-sequence H-2-Db. The binding affinity (normalized) is 0.00954. (3) The MHC is HLA-A31:01 with pseudo-sequence HLA-A31:01. The binding affinity (normalized) is 0.135. The peptide sequence is ERLKIRASL.